The task is: Regression. Given two drug SMILES strings and cell line genomic features, predict the synergy score measuring deviation from expected non-interaction effect.. This data is from NCI-60 drug combinations with 297,098 pairs across 59 cell lines. (1) Drug 1: C1=CN(C=N1)CC(O)(P(=O)(O)O)P(=O)(O)O. Drug 2: C1C(C(OC1N2C=NC3=C2NC=NCC3O)CO)O. Cell line: M14. Synergy scores: CSS=6.62, Synergy_ZIP=3.10, Synergy_Bliss=-0.903, Synergy_Loewe=-4.58, Synergy_HSA=1.04. (2) Drug 1: C1CN1C2=NC(=NC(=N2)N3CC3)N4CC4. Drug 2: CN(C)N=NC1=C(NC=N1)C(=O)N. Cell line: OVCAR-5. Synergy scores: CSS=33.8, Synergy_ZIP=-10.9, Synergy_Bliss=-3.05, Synergy_Loewe=-23.5, Synergy_HSA=0.631. (3) Drug 1: C1=CC(=CC=C1CC(C(=O)O)N)N(CCCl)CCCl.Cl. Drug 2: C(CCl)NC(=O)N(CCCl)N=O. Cell line: MDA-MB-435. Synergy scores: CSS=-2.98, Synergy_ZIP=4.40, Synergy_Bliss=5.74, Synergy_Loewe=-0.509, Synergy_HSA=-0.486. (4) Drug 1: CC12CCC(CC1=CCC3C2CCC4(C3CC=C4C5=CN=CC=C5)C)O. Drug 2: CCCCC(=O)OCC(=O)C1(CC(C2=C(C1)C(=C3C(=C2O)C(=O)C4=C(C3=O)C=CC=C4OC)O)OC5CC(C(C(O5)C)O)NC(=O)C(F)(F)F)O. Cell line: K-562. Synergy scores: CSS=9.28, Synergy_ZIP=-3.14, Synergy_Bliss=-0.0729, Synergy_Loewe=-2.16, Synergy_HSA=-1.01. (5) Drug 1: C1=NC2=C(N=C(N=C2N1C3C(C(C(O3)CO)O)F)Cl)N. Drug 2: C1CN1C2=NC(=NC(=N2)N3CC3)N4CC4. Cell line: HOP-92. Synergy scores: CSS=35.0, Synergy_ZIP=-7.04, Synergy_Bliss=1.68, Synergy_Loewe=4.08, Synergy_HSA=4.36.